From a dataset of Reaction yield outcomes from USPTO patents with 853,638 reactions. Predict the reaction yield, written as a fraction of the theoretical maximum amount of product (1.0 means a 100% yield; for example, 0.34 means a 34% yield). (1) The reactants are [C:1]([CH2:3][C:4]([O:6][CH3:7])=[O:5])#[N:2].O.O.O.O.O.O.O.O.O.[S-2:17].[Na+].[Na+].C([O:23][CH2:24][C:25]([CH2:27]Cl)=O)(=O)C.C(N(CC)CC)C. The catalyst is CO.O. The product is [NH2:2][C:1]1[S:17][CH:27]=[C:25]([CH2:24][OH:23])[C:3]=1[C:4]([O:6][CH3:7])=[O:5]. The yield is 0.510. (2) The reactants are [Cl:1][C:2]1[N:11]=[C:10](Cl)[C:9]2[CH2:8][CH2:7][CH2:6][CH:5]([C:13]3[CH:18]=[CH:17][C:16]([F:19])=[CH:15][CH:14]=3)[C:4]=2[N:3]=1.[Cl-].[NH4+]. The catalyst is CC(C)=O.O.[Zn]. The product is [Cl:1][C:2]1[N:11]=[CH:10][C:9]2[CH2:8][CH2:7][CH2:6][CH:5]([C:13]3[CH:18]=[CH:17][C:16]([F:19])=[CH:15][CH:14]=3)[C:4]=2[N:3]=1. The yield is 0.197. (3) The reactants are [NH2:1][C:2]1[C:3]([N:11]2[CH2:16][C@H:15]([CH3:17])[C@@H:14]([O:18][Si:19]([C:22]([CH3:25])([CH3:24])[CH3:23])([CH3:21])[CH3:20])[C@H:13]([NH:26][C:27](=[O:33])[O:28][C:29]([CH3:32])([CH3:31])[CH3:30])[CH2:12]2)=[C:4]2[CH2:10][CH2:9][O:8][C:5]2=[N:6][CH:7]=1.[C:34]([O:38][C:39]([NH:41][C:42]1[S:46][C:45]([C:47]2[C:52]([F:53])=[CH:51][CH:50]=[CH:49][C:48]=2[F:54])=[N:44][C:43]=1[C:55](O)=[O:56])=[O:40])([CH3:37])([CH3:36])[CH3:35].CN(C(ON1N=NC2C=CC=NC1=2)=[N+](C)C)C.F[P-](F)(F)(F)(F)F.CCN(C(C)C)C(C)C. The catalyst is CN(C=O)C. The product is [C:29]([O:28][C:27]([NH:26][C@H:13]1[C@H:14]([O:18][Si:19]([C:22]([CH3:23])([CH3:25])[CH3:24])([CH3:20])[CH3:21])[C@@H:15]([CH3:17])[CH2:16][N:11]([C:3]2[C:2]([NH:1][C:55]([C:43]3[N:44]=[C:45]([C:47]4[C:48]([F:54])=[CH:49][CH:50]=[CH:51][C:52]=4[F:53])[S:46][C:42]=3[NH:41][C:39](=[O:40])[O:38][C:34]([CH3:37])([CH3:36])[CH3:35])=[O:56])=[CH:7][N:6]=[C:5]3[O:8][CH2:9][CH2:10][C:4]=23)[CH2:12]1)=[O:33])([CH3:32])([CH3:31])[CH3:30]. The yield is 0.250. (4) The reactants are C[C:2]1[C:7](=[O:8])[CH:6]=[CH:5][C:4](=[O:9])[C:3]=1[CH3:10].[CH:11](OC)(OC)OC.[OH2:18].[C:19]1(C)[CH:24]=CC=[CH:21][CH:20]=1. The catalyst is CC(O)C(O)C.C1(C)C=CC(S(O)(=O)=O)=CC=1. The product is [CH3:24][CH:19]1[CH:20]([CH3:21])[O:8][C:7]2([CH:2]=[C:3]([CH3:10])[C:4](=[O:9])[C:5]([CH3:11])=[CH:6]2)[O:18]1. The yield is 0.920. (5) The reactants are [CH2:1]([O:3][CH2:4][CH2:5][NH2:6])[CH3:2].[Br:7][C:8]1[CH:13]=[CH:12][C:11]([S:14](Cl)(=[O:16])=[O:15])=[CH:10][CH:9]=1.C(N(C(C)C)C(C)C)C.C([O-])(O)=O.[Na+]. The catalyst is O1CCCC1. The product is [Br:7][C:8]1[CH:13]=[CH:12][C:11]([S:14]([NH:6][CH2:5][CH2:4][O:3][CH2:1][CH3:2])(=[O:16])=[O:15])=[CH:10][CH:9]=1. The yield is 0.900.